Dataset: Forward reaction prediction with 1.9M reactions from USPTO patents (1976-2016). Task: Predict the product of the given reaction. (1) Given the reactants [Cl:1][C:2]1[CH:11]=[CH:10][C:5]([C:6]([NH:8][CH3:9])=[O:7])=[CH:4][N:3]=1.[CH2:12]([Mg]Br)[CH2:13][CH3:14].[Cl-].[NH4+].C(C1C(=O)C(Cl)=C(Cl)C(=O)C=1C#N)#N, predict the reaction product. The product is: [Cl:1][C:2]1[CH:11]=[C:10]([CH2:12][CH2:13][CH3:14])[C:5]([C:6]([NH:8][CH3:9])=[O:7])=[CH:4][N:3]=1. (2) Given the reactants [CH2:1]([N:8]1[C:16]2[C:15](SC)=[N:14][C:13](=[O:19])[N:12]([CH2:20][CH2:21][CH2:22][CH2:23][CH3:24])[C:11]=2[N:10]=[CH:9]1)[C:2]1[CH:7]=[CH:6][CH:5]=[CH:4][CH:3]=1.[NH2:25][NH2:26], predict the reaction product. The product is: [CH2:1]([N:8]1[C:16]2/[C:15](=[N:25]/[NH2:26])/[NH:14][C:13](=[O:19])[N:12]([CH2:20][CH2:21][CH2:22][CH2:23][CH3:24])[C:11]=2[N:10]=[CH:9]1)[C:2]1[CH:7]=[CH:6][CH:5]=[CH:4][CH:3]=1. (3) Given the reactants [C:1]([O:4][CH2:5][CH2:6][C:7]1[CH:12]=[CH:11][C:10]([NH:13][CH2:14][C:15]2[CH:20]=[CH:19][CH:18]=[CH:17][CH:16]=2)=[CH:9][CH:8]=1)(=[O:3])[CH3:2].[CH:21]([C:24]1[CH:29]=[CH:28][CH:27]=[C:26]([CH:30]([CH3:32])[CH3:31])[C:25]=1[N:33]=[C:34]=[O:35])([CH3:23])[CH3:22], predict the reaction product. The product is: [C:1]([O:4][CH2:5][CH2:6][C:7]1[CH:12]=[CH:11][C:10]([N:13]([CH2:14][C:15]2[CH:16]=[CH:17][CH:18]=[CH:19][CH:20]=2)[C:34]([NH:33][C:25]2[C:24]([CH:21]([CH3:22])[CH3:23])=[CH:29][CH:28]=[CH:27][C:26]=2[CH:30]([CH3:32])[CH3:31])=[O:35])=[CH:9][CH:8]=1)(=[O:3])[CH3:2]. (4) Given the reactants [F:1][C:2]1[CH:3]=[C:4]([OH:9])[CH:5]=[CH:6][C:7]=1[F:8].C(=O)([O-])[O-].[Cs+].[Cs+].[CH3:16][O:17][CH2:18][CH2:19]Br.O, predict the reaction product. The product is: [F:1][C:2]1[CH:3]=[C:4]([O:9][CH2:19][CH2:18][O:17][CH3:16])[CH:5]=[CH:6][C:7]=1[F:8]. (5) Given the reactants C(O[N:6]([C@H:9]([C:17]1[N:18]([CH3:34])[C:19]([C:22]2[CH:27]=[CH:26][C:25]([N:28]3[CH2:33][CH2:32][O:31][CH2:30][CH2:29]3)=[CH:24][CH:23]=2)=[CH:20][N:21]=1)[CH2:10][C:11]1[CH:16]=[CH:15][CH:14]=[CH:13][N:12]=1)C=O)(C)(C)C.FC(F)(F)C(O)=O, predict the reaction product. The product is: [CH3:34][N:18]1[C:19]([C:22]2[CH:23]=[CH:24][C:25]([N:28]3[CH2:29][CH2:30][O:31][CH2:32][CH2:33]3)=[CH:26][CH:27]=2)=[CH:20][N:21]=[C:17]1[C@@H:9]([NH2:6])[CH2:10][C:11]1[CH:16]=[CH:15][CH:14]=[CH:13][N:12]=1. (6) Given the reactants [Cl:1][C:2]1[N:3]=[N:4][C:5](I)=[CH:6][CH:7]=1.[Cu][C:10]#[N:11].ClCCl, predict the reaction product. The product is: [Cl:1][C:2]1[N:3]=[N:4][C:5]([C:10]#[N:11])=[CH:6][CH:7]=1.